Dataset: Blood-brain barrier permeability classification from the B3DB database. Task: Regression/Classification. Given a drug SMILES string, predict its absorption, distribution, metabolism, or excretion properties. Task type varies by dataset: regression for continuous measurements (e.g., permeability, clearance, half-life) or binary classification for categorical outcomes (e.g., BBB penetration, CYP inhibition). Dataset: b3db_classification. The molecule is CC(C)C[C@H](NC(=O)[C@@H](COC(C)(C)C)NC(=O)[C@H](Cc1ccc(O)cc1)NC(=O)[C@H](CO)NC(=O)[C@H](Cc1c[nH]c2ccccc12)NC(=O)[C@H](Cc1cnc[nH]1)NC(=O)[C@@H]1CCC(=O)N1)C(=O)N[C@@H](CCCN=C(N)N)C(=O)N1CCC[C@H]1C(=O)NNC(N)=O. The result is 0 (does not penetrate BBB).